Dataset: Merck oncology drug combination screen with 23,052 pairs across 39 cell lines. Task: Regression. Given two drug SMILES strings and cell line genomic features, predict the synergy score measuring deviation from expected non-interaction effect. (1) Drug 1: C=CCn1c(=O)c2cnc(Nc3ccc(N4CCN(C)CC4)cc3)nc2n1-c1cccc(C(C)(C)O)n1. Drug 2: Cn1c(=O)n(-c2ccc(C(C)(C)C#N)cc2)c2c3cc(-c4cnc5ccccc5c4)ccc3ncc21. Cell line: SKOV3. Synergy scores: synergy=25.5. (2) Drug 1: NC(=O)c1cccc2cn(-c3ccc(C4CCCNC4)cc3)nc12. Drug 2: Cc1nc(Nc2ncc(C(=O)Nc3c(C)cccc3Cl)s2)cc(N2CCN(CCO)CC2)n1. Cell line: CAOV3. Synergy scores: synergy=5.40. (3) Drug 1: Cn1nnc2c(C(N)=O)ncn2c1=O. Drug 2: O=C(NOCC(O)CO)c1ccc(F)c(F)c1Nc1ccc(I)cc1F. Cell line: EFM192B. Synergy scores: synergy=-45.8. (4) Drug 1: O=C(CCCCCCC(=O)Nc1ccccc1)NO. Drug 2: CC(C)CC(NC(=O)C(Cc1ccccc1)NC(=O)c1cnccn1)B(O)O. Cell line: UWB1289. Synergy scores: synergy=-24.1. (5) Drug 1: O=S1(=O)NC2(CN1CC(F)(F)F)C1CCC2Cc2cc(C=CCN3CCC(C(F)(F)F)CC3)ccc2C1. Drug 2: COc1cc(C2c3cc4c(cc3C(OC3OC5COC(C)OC5C(O)C3O)C3COC(=O)C23)OCO4)cc(OC)c1O. Cell line: HT29. Synergy scores: synergy=5.60.